Dataset: Full USPTO retrosynthesis dataset with 1.9M reactions from patents (1976-2016). Task: Predict the reactants needed to synthesize the given product. (1) The reactants are: [CH3:1][O:2][C:3]([C:5]1[C:10]([NH2:11])=[N:9][CH:8]=[CH:7][N:6]=1)=[O:4].CC1(C)[O:18][C:17](=O)[CH:16]=[C:15]([CH3:20])[O:14]1. Given the product [CH3:1][O:2][C:3]([C:5]1[C:10]([NH:11][C:17](=[O:18])[CH2:16][C:15](=[O:14])[CH3:20])=[N:9][CH:8]=[CH:7][N:6]=1)=[O:4], predict the reactants needed to synthesize it. (2) Given the product [NH3:9].[Br:1][C:2]1[CH:3]=[C:4]([CH:8]([C:23]2[CH:28]=[CH:27][CH:26]=[CH:25][CH:24]=2)[N:9]2[CH2:10][CH2:11][N:12]([CH2:15][C:16]([OH:18])=[O:17])[CH2:13][CH2:14]2)[CH:5]=[CH:6][CH:7]=1, predict the reactants needed to synthesize it. The reactants are: [Br:1][C:2]1[CH:3]=[C:4]([CH:8]([C:23]2[CH:28]=[CH:27][CH:26]=[CH:25][CH:24]=2)[N:9]2[CH2:14][CH2:13][N:12]([CH2:15][C:16]([O:18]C(C)(C)C)=[O:17])[CH2:11][CH2:10]2)[CH:5]=[CH:6][CH:7]=1.Cl.